This data is from Full USPTO retrosynthesis dataset with 1.9M reactions from patents (1976-2016). The task is: Predict the reactants needed to synthesize the given product. (1) Given the product [I-:10].[C:13]([CH2:12][CH2:11][N+:7]1[CH:8]=[CH:9][C:4]([CH2:3][C:1]#[N:2])=[CH:5][CH:6]=1)([OH:15])=[O:14], predict the reactants needed to synthesize it. The reactants are: [C:1]([CH2:3][C:4]1[CH:9]=[CH:8][N:7]=[CH:6][CH:5]=1)#[N:2].[I:10][CH2:11][CH2:12][C:13]([OH:15])=[O:14]. (2) Given the product [NH2:8][C:9]1[CH:10]=[C:11]([CH:15]([NH:19][C:20]([C:22]2[S:23][C:24]([CH:27]([C:34]3[CH:39]=[CH:38][CH:37]=[CH:36][CH:35]=3)[C:28]3[CH:29]=[CH:30][CH:31]=[CH:32][CH:33]=3)=[CH:25][CH:26]=2)=[O:21])[C:16]([OH:18])=[O:17])[CH:12]=[CH:13][CH:14]=1.[C:40]([OH:46])([C:42]([F:45])([F:44])[F:43])=[O:41], predict the reactants needed to synthesize it. The reactants are: C(OC([NH:8][C:9]1[CH:10]=[C:11]([C@H:15]([NH:19][C:20]([C:22]2[S:23][C:24]([CH:27]([C:34]3[CH:39]=[CH:38][CH:37]=[CH:36][CH:35]=3)[C:28]3[CH:33]=[CH:32][CH:31]=[CH:30][CH:29]=3)=[CH:25][CH:26]=2)=[O:21])[C:16]([OH:18])=[O:17])[CH:12]=[CH:13][CH:14]=1)=O)(C)(C)C.[C:40]([OH:46])([C:42]([F:45])([F:44])[F:43])=[O:41]. (3) Given the product [F:2][C:3]1[CH:4]=[C:5]([CH:43]=[CH:44][CH:45]=1)[CH2:6][N:7]1[CH:11]=[C:10]([C:12]2[C:20]3[C:15](=[N:16][CH:17]=[C:18]([C:21]4[CH:26]=[CH:25][C:24]([N:27]5[CH2:28][CH2:29][N:30]([C:50]([NH2:58])=[O:56])[CH2:31][CH2:32]5)=[CH:23][CH:22]=4)[CH:19]=3)[N:14]([S:33]([C:36]3[CH:42]=[CH:41][C:39]([CH3:40])=[CH:38][CH:37]=3)(=[O:34])=[O:35])[CH:13]=2)[CH:9]=[N:8]1, predict the reactants needed to synthesize it. The reactants are: Cl.[F:2][C:3]1[CH:4]=[C:5]([CH:43]=[CH:44][CH:45]=1)[CH2:6][N:7]1[CH:11]=[C:10]([C:12]2[C:20]3[C:15](=[N:16][CH:17]=[C:18]([C:21]4[CH:26]=[CH:25][C:24]([N:27]5[CH2:32][CH2:31][NH:30][CH2:29][CH2:28]5)=[CH:23][CH:22]=4)[CH:19]=3)[N:14]([S:33]([C:36]3[CH:42]=[CH:41][C:39]([CH3:40])=[CH:38][CH:37]=3)(=[O:35])=[O:34])[CH:13]=2)[CH:9]=[N:8]1.ClC(Cl)(O[C:50](=[O:56])OC(Cl)(Cl)Cl)Cl.[NH3:58]. (4) The reactants are: [N:1]([CH2:4][CH2:5][CH2:6][Si:7]([O:14][CH2:15][CH3:16])([O:11][CH2:12][CH3:13])[O:8][CH2:9][CH3:10])=[C:2]=[O:3].[NH2:17][CH:18]1[CH2:23][C:22]([CH3:25])([CH3:24])[NH:21][C:20]([CH3:27])([CH3:26])[CH2:19]1. Given the product [CH3:26][C:20]1([CH3:27])[CH2:19][CH:18]([NH:17][C:2]([NH:1][CH2:4][CH2:5][CH2:6][Si:7]([O:14][CH2:15][CH3:16])([O:8][CH2:9][CH3:10])[O:11][CH2:12][CH3:13])=[O:3])[CH2:23][C:22]([CH3:25])([CH3:24])[NH:21]1, predict the reactants needed to synthesize it. (5) The reactants are: C[O:2][C:3](=[O:33])[C:4]1[CH:9]=[C:8]([C:10]2[N:11]=[N:12][N:13]([C:15]3[N:16]([CH3:31])[N:17]=[C:18]([C:24]([F:30])([F:29])[C:25]([F:28])([F:27])[F:26])[C:19]=3[C:20]([F:23])([F:22])[F:21])[CH:14]=2)[CH:7]=[CH:6][C:5]=1[Cl:32].[OH-].[Li+].Cl. Given the product [Cl:32][C:5]1[CH:6]=[CH:7][C:8]([C:10]2[N:11]=[N:12][N:13]([C:15]3[N:16]([CH3:31])[N:17]=[C:18]([C:24]([F:30])([F:29])[C:25]([F:26])([F:27])[F:28])[C:19]=3[C:20]([F:21])([F:22])[F:23])[CH:14]=2)=[CH:9][C:4]=1[C:3]([OH:33])=[O:2], predict the reactants needed to synthesize it.